From a dataset of NCI-60 drug combinations with 297,098 pairs across 59 cell lines. Regression. Given two drug SMILES strings and cell line genomic features, predict the synergy score measuring deviation from expected non-interaction effect. (1) Drug 2: C(CCl)NC(=O)N(CCCl)N=O. Cell line: HCT-15. Drug 1: C1=CC(=CC=C1CCCC(=O)O)N(CCCl)CCCl. Synergy scores: CSS=23.2, Synergy_ZIP=-7.22, Synergy_Bliss=-1.91, Synergy_Loewe=-6.96, Synergy_HSA=-1.59. (2) Drug 1: CC1=CC2C(CCC3(C2CCC3(C(=O)C)OC(=O)C)C)C4(C1=CC(=O)CC4)C. Drug 2: CCN(CC)CCNC(=O)C1=C(NC(=C1C)C=C2C3=C(C=CC(=C3)F)NC2=O)C. Cell line: ACHN. Synergy scores: CSS=0.579, Synergy_ZIP=-1.53, Synergy_Bliss=-2.88, Synergy_Loewe=-10.8, Synergy_HSA=-5.05.